Dataset: Full USPTO retrosynthesis dataset with 1.9M reactions from patents (1976-2016). Task: Predict the reactants needed to synthesize the given product. Given the product [C:29]([O:33][C:34](=[O:79])[C@H:35]([CH2:54][O:55][C@H:56]1[O:69][C@H:68]([CH2:70][O:71][C:72](=[O:74])[CH3:73])[C@H:63]([O:64][C:65](=[O:67])[CH3:66])[C@H:58]([O:59][C:60](=[O:62])[CH3:61])[C@H:57]1[NH:75][C:76](=[O:78])[CH3:77])[NH:36][C:37]([O:39][CH2:40][CH:41]1[C:42]2[CH:43]=[CH:44][CH:45]=[CH:46][C:47]=2[C:48]2[C:53]1=[CH:52][CH:51]=[CH:50][CH:49]=2)=[O:38])([CH3:30])([CH3:31])[CH3:32].[OH2:5].[CH3:6][C:7]#[N:8], predict the reactants needed to synthesize it. The reactants are: C([O:5][C:6](=O)[C@H:7](CO)[NH:8]C(OCC1C2C=CC=CC=2C2C1=CC=CC=2)=O)(C)(C)C.[C:29]([O:33][C:34](=[O:79])[C@H:35]([CH2:54][O:55][C@H:56]1[O:69][C@H:68]([CH2:70][O:71][C:72](=[O:74])[CH3:73])[C@H:63]([O:64][C:65](=[O:67])[CH3:66])[C@H:58]([O:59][C:60](=[O:62])[CH3:61])[C@H:57]1[NH:75][C:76](=[O:78])[CH3:77])[NH:36][C:37]([O:39][CH2:40][CH:41]1[C:53]2[CH:52]=[CH:51][CH:50]=[CH:49][C:48]=2[C:47]2[C:42]1=[CH:43][CH:44]=[CH:45][CH:46]=2)=[O:38])([CH3:32])([CH3:31])[CH3:30].